From a dataset of Reaction yield outcomes from USPTO patents with 853,638 reactions. Predict the reaction yield, written as a fraction of the theoretical maximum amount of product (1.0 means a 100% yield; for example, 0.34 means a 34% yield). (1) The reactants are [NH2:1][C:2]1[CH:41]=[CH:40][C:5]([O:6][C:7]2[CH:12]=[CH:11][N:10]=[C:9]3[N:13]([CH2:31][C:32]4[CH:37]=[CH:36][C:35]([O:38][CH3:39])=[CH:34][CH:33]=4)[N:14]=[C:15]([O:16][CH2:17][CH:18]4[CH2:23][CH2:22][N:21](C(OC(C)(C)C)=O)[CH2:20][CH2:19]4)[C:8]=23)=[C:4]([F:42])[CH:3]=1.[F:43][C:44]1[CH:49]=[CH:48][C:47]([CH:50]2[CH:55]=[CH:54][NH:53][N:52]([C:56](O)=[O:57])[C:51]2=[O:59])=[CH:46][CH:45]=1.C(O)(C(F)(F)F)=O. No catalyst specified. The product is [F:42][C:4]1[CH:3]=[C:2]([NH:1][C:56]([N:52]2[C:51](=[O:59])[CH:50]([C:47]3[CH:48]=[CH:49][C:44]([F:43])=[CH:45][CH:46]=3)[CH:55]=[CH:54][NH:53]2)=[O:57])[CH:41]=[CH:40][C:5]=1[O:6][C:7]1[CH:12]=[CH:11][N:10]=[C:9]2[N:13]([CH2:31][C:32]3[CH:37]=[CH:36][C:35]([O:38][CH3:39])=[CH:34][CH:33]=3)[N:14]=[C:15]([O:16][CH2:17][CH:18]3[CH2:23][CH2:22][NH:21][CH2:20][CH2:19]3)[C:8]=12. The yield is 0.670. (2) The reactants are [F:1][C:2]1[CH:7]=[CH:6][C:5]([C:8]2[O:9][CH2:10][CH:11]([C:13]([O:15][CH3:16])=[O:14])[N:12]=2)=[CH:4][CH:3]=1.BrN1C(=O)CCC1=O. The catalyst is C1C=CC=CC=1.C(OOC(=O)C1C=CC=CC=1)(=O)C1C=CC=CC=1. The product is [F:1][C:2]1[CH:3]=[CH:4][C:5]([C:8]2[O:9][CH:10]=[C:11]([C:13]([O:15][CH3:16])=[O:14])[N:12]=2)=[CH:6][CH:7]=1. The yield is 0.670.